From a dataset of Catalyst prediction with 721,799 reactions and 888 catalyst types from USPTO. Predict which catalyst facilitates the given reaction. (1) Reactant: [OH:1][C@H:2]1[C:11](=[O:12])[C:10]2[CH:9]=[CH:8][N:7]3[C:13]([CH3:19])=[C:14]([CH2:16][O:17][CH3:18])[N:15]=[C:6]3[C:5]=2[NH:4][C@@H:3]1[C:20]1[CH:25]=[CH:24][CH:23]=[CH:22][CH:21]=1.[BH4-].[Na+].[Cl-].[NH4+]. Product: [OH:12][C@@H:11]1[C:10]2[CH:9]=[CH:8][N:7]3[C:13]([CH3:19])=[C:14]([CH2:16][O:17][CH3:18])[N:15]=[C:6]3[C:5]=2[NH:4][C@H:3]([C:20]2[CH:21]=[CH:22][CH:23]=[CH:24][CH:25]=2)[C@H:2]1[OH:1]. The catalyst class is: 5. (2) Reactant: [N:1]([C@:4]1([CH2:19][OH:20])[O:8][C@@H:7]([N:9]2[CH:14]=[CH:13][C:12](=[O:15])[NH:11][C:10]2=[O:16])[C@H:6]([OH:17])[C@@H:5]1[F:18])=[N+:2]=[N-:3].C([Mg]Cl)(C)(C)C.Cl[C:28]1[CH:37]=[CH:36][C:35]2[C:30](=[CH:31][CH:32]=[CH:33][CH:34]=2)[C:29]=1[O:38][P:39](=[N:41][C@@H:42]([CH3:48])[C:43]([O:45][CH2:46][CH3:47])=[O:44])=[O:40].CO. Product: [CH2:46]([O:45][C:43](=[O:44])[C@@H:42]([N:41]=[P:39]([O:38][C:29]1[C:30]2[C:35](=[CH:34][CH:33]=[CH:32][CH:31]=2)[CH:36]=[CH:37][C:28]=1[O:20][CH2:19][C@:4]1([N:1]=[N+:2]=[N-:3])[C@@H:5]([F:18])[C@@H:6]([OH:17])[C@H:7]([N:9]2[CH:14]=[CH:13][C:12](=[O:15])[NH:11][C:10]2=[O:16])[O:8]1)=[O:40])[CH3:48])[CH3:47]. The catalyst class is: 1. (3) The catalyst class is: 21. Product: [Br-:29].[CH2:11]([O:23][C:24]1[CH:31]=[CH:30][C:27]([CH2:28][N+:4]([CH2:8][C:9]#[CH:10])([CH2:5][C:6]#[CH:7])[CH2:1][C:2]#[CH:3])=[CH:26][CH:25]=1)[CH2:12][CH2:13][CH2:14][CH2:15][CH2:16][CH2:17][CH2:18][CH2:19][CH2:20][CH2:21][CH3:22]. Reactant: [CH2:1]([N:4]([CH2:8][C:9]#[CH:10])[CH2:5][C:6]#[CH:7])[C:2]#[CH:3].[CH2:11]([O:23][C:24]1[CH:31]=[CH:30][C:27]([CH2:28][Br:29])=[CH:26][CH:25]=1)[CH2:12][CH2:13][CH2:14][CH2:15][CH2:16][CH2:17][CH2:18][CH2:19][CH2:20][CH2:21][CH3:22]. (4) Reactant: [F:1][C:2]1[C:15]([NH:16][CH2:17][C:18]2[CH:23]=[C:22]([O:24]C)[CH:21]=[C:20]([C:26]3[CH:31]=[CH:30][CH:29]=[C:28]([F:32])[CH:27]=3)[CH:19]=2)=[C:14]([F:33])[CH:13]=[CH:12][C:3]=1[O:4][CH2:5][C:6]([O:8][CH:9]([CH3:11])[CH3:10])=[O:7].[Al+3].[Cl-].[Cl-].[Cl-].C(S)C.C([O-])(O)=O.[Na+]. Product: [F:1][C:2]1[C:15]([NH:16][CH2:17][C:18]2[CH:23]=[C:22]([OH:24])[CH:21]=[C:20]([C:26]3[CH:31]=[CH:30][CH:29]=[C:28]([F:32])[CH:27]=3)[CH:19]=2)=[C:14]([F:33])[CH:13]=[CH:12][C:3]=1[O:4][CH2:5][C:6]([O:8][CH:9]([CH3:10])[CH3:11])=[O:7]. The catalyst class is: 2. (5) Reactant: C([O:5][C:6](=[O:21])[CH2:7][N:8]1[C:16]2[C:11](=[CH:12][C:13]([Cl:17])=[CH:14][CH:15]=2)[C:10]([C:18](=[O:20])[NH2:19])=[CH:9]1)(C)(C)C.C(O)(C(F)(F)F)=O.CO. Product: [C:18]([C:10]1[C:11]2[C:16](=[CH:15][CH:14]=[C:13]([Cl:17])[CH:12]=2)[N:8]([CH2:7][C:6]([OH:21])=[O:5])[CH:9]=1)(=[O:20])[NH2:19]. The catalyst class is: 2. (6) Reactant: [N+:1]([C:4]1[C:13]2[C:8](=[CH:9][CH:10]=[CH:11][CH:12]=2)[C:7]([O:14][CH:15]2[CH2:20][CH2:19][NH:18][CH2:17][CH2:16]2)=[N:6][CH:5]=1)([O-:3])=[O:2].[F:21][C:22]1[CH:30]=[CH:29][CH:28]=[CH:27][C:23]=1[C:24](O)=[O:25].C1CCC(N=C=NC2CCCCC2)CC1.C1C=CC2N(O)N=NC=2C=1. Product: [F:21][C:22]1[CH:30]=[CH:29][CH:28]=[CH:27][C:23]=1[C:24]([N:18]1[CH2:19][CH2:20][CH:15]([O:14][C:7]2[C:8]3[C:13](=[CH:12][CH:11]=[CH:10][CH:9]=3)[C:4]([N+:1]([O-:3])=[O:2])=[CH:5][N:6]=2)[CH2:16][CH2:17]1)=[O:25]. The catalyst class is: 1. (7) Reactant: [F:1][C:2]([F:14])([O:6][C:7]1[CH:8]=[C:9]([CH3:13])[CH:10]=[CH:11][CH:12]=1)[CH:3]([F:5])[F:4].[Br:15]N1C(=O)CCC1=O.N(C(C)(C)C#N)=NC(C)(C)C#N. Product: [F:1][C:2]([F:14])([O:6][C:7]1[CH:8]=[C:9]([CH2:13][Br:15])[CH:10]=[CH:11][CH:12]=1)[CH:3]([F:4])[F:5]. The catalyst class is: 13.